From a dataset of Reaction yield outcomes from USPTO patents with 853,638 reactions. Predict the reaction yield, written as a fraction of the theoretical maximum amount of product (1.0 means a 100% yield; for example, 0.34 means a 34% yield). (1) The reactants are [CH2:1]([N:3]1[C:7]([C:8]2[C:9]([CH3:18])=[C:10]([CH:15]=[CH:16][CH:17]=2)[C:11]([O:13]C)=[O:12])=[C:6]([CH3:19])[CH:5]=[N:4]1)[CH3:2].O.[OH-].[Li+]. The catalyst is CO.O. The product is [CH2:1]([N:3]1[C:7]([C:8]2[C:9]([CH3:18])=[C:10]([CH:15]=[CH:16][CH:17]=2)[C:11]([OH:13])=[O:12])=[C:6]([CH3:19])[CH:5]=[N:4]1)[CH3:2]. The yield is 0.950. (2) The reactants are [CH2:1]([O:3][C:4]([C:6]1[C:7]2[C:15](=O)[CH2:14][CH2:13][CH2:12][CH2:11][C:8]=2[NH:9][CH:10]=1)=[O:5])[CH3:2].[NH2:17][CH:18]=[CH:19][CH:20]=O.C([O-])(=O)C.[NH4+]. The catalyst is C(N(CC)CC)C.ClCCl.C([O-])(O)=O.[Na+]. The product is [CH2:1]([O:3][C:4]([C:6]1[C:7]2[C:15]3[N:17]=[CH:18][CH:19]=[CH:20][C:14]=3[CH2:13][CH2:12][CH2:11][C:8]=2[NH:9][CH:10]=1)=[O:5])[CH3:2]. The yield is 0.200. (3) The reactants are C[O:2][C:3](=[O:23])[C:4]1[CH:9]=[CH:8][N:7]=[C:6]([NH:10][C:11](=[O:22])[CH2:12][O:13][C:14]2[CH:19]=[CH:18][C:17]([Cl:20])=[CH:16][C:15]=2[Cl:21])[CH:5]=1.[I-].[Li+]. The catalyst is N1C=CC=CC=1. The yield is 0.410. The product is [Cl:21][C:15]1[CH:16]=[C:17]([Cl:20])[CH:18]=[CH:19][C:14]=1[O:13][CH2:12][C:11]([NH:10][C:6]1[CH:5]=[C:4]([CH:9]=[CH:8][N:7]=1)[C:3]([OH:23])=[O:2])=[O:22]. (4) The reactants are C[O:2][C:3](=O)[C:4]1[CH:9]=[CH:8][C:7]([N:10]2[CH:14]=[C:13]([C:15]3[C:16]([C:24]4[CH:29]=[CH:28][C:27]([Cl:30])=[CH:26][CH:25]=4)=[N:17][O:18][C:19]=3[C:20]([F:23])([F:22])[F:21])[N:12]=[CH:11]2)=[N:6][CH:5]=1.[F:32][C:33]([F:37])([F:36])[CH2:34][NH2:35]. No catalyst specified. The product is [Cl:30][C:27]1[CH:26]=[CH:25][C:24]([C:16]2[C:15]([C:13]3[N:12]=[CH:11][N:10]([C:7]4[CH:8]=[CH:9][C:4]([C:3]([NH:35][CH2:34][C:33]([F:37])([F:36])[F:32])=[O:2])=[CH:5][N:6]=4)[CH:14]=3)=[C:19]([C:20]([F:23])([F:21])[F:22])[O:18][N:17]=2)=[CH:29][CH:28]=1. The yield is 0.960. (5) The reactants are [NH2:1][C:2]1[CH:3]=[CH:4][C:5]([CH3:22])=[C:6]([C:8]2[C:9](=[O:21])[N:10]([CH2:19][CH3:20])[C:11]3[C:16]([CH:17]=2)=[CH:15][N:14]=[C:13](Cl)[CH:12]=3)[CH:7]=1.COC1C=CC(C[CH2:30][NH2:31])=CC=1.C1CCN2C(=NCCC2)CC1.FC(F)(F)C(O)=O. No catalyst specified. The product is [NH2:1][C:2]1[CH:3]=[CH:4][C:5]([CH3:22])=[C:6]([C:8]2[C:9](=[O:21])[N:10]([CH2:19][CH3:20])[C:11]3[C:16]([CH:17]=2)=[CH:15][N:14]=[C:13]([NH:31][CH3:30])[CH:12]=3)[CH:7]=1. The yield is 0.430. (6) The reactants are [CH2:1]([NH2:8])[C:2]1[CH:7]=[CH:6][CH:5]=[CH:4][CH:3]=1.C(N(CC)CC)C.Cl[S:17]([C:20]1[CH:29]=[CH:28][CH:27]=[CH:26][C:21]=1[C:22]([O:24][CH3:25])=[O:23])(=[O:19])=[O:18]. The catalyst is C(Cl)Cl. The product is [CH2:1]([NH:8][S:17]([C:20]1[CH:29]=[CH:28][CH:27]=[CH:26][C:21]=1[C:22]([O:24][CH3:25])=[O:23])(=[O:19])=[O:18])[C:2]1[CH:7]=[CH:6][CH:5]=[CH:4][CH:3]=1. The yield is 0.130.